Dataset: Reaction yield outcomes from USPTO patents with 853,638 reactions. Task: Predict the reaction yield, written as a fraction of the theoretical maximum amount of product (1.0 means a 100% yield; for example, 0.34 means a 34% yield). The reactants are [Cl-].[Al+3].[Cl-].[Cl-].[NH:5]1[C:13]2[C:8](=[CH:9][CH:10]=[CH:11][CH:12]=2)[CH2:7][C:6]1=[O:14].[C:15](Cl)(=[O:19])[CH2:16][CH2:17][CH3:18]. The catalyst is ClCCCl. The product is [C:15]([C:10]1[CH:9]=[C:8]2[C:13](=[CH:12][CH:11]=1)[NH:5][C:6](=[O:14])[CH2:7]2)(=[O:19])[CH2:16][CH2:17][CH3:18]. The yield is 0.250.